From a dataset of Drug-target binding data from BindingDB using IC50 measurements. Regression. Given a target protein amino acid sequence and a drug SMILES string, predict the binding affinity score between them. We predict pIC50 (pIC50 = -log10(IC50 in M); higher means more potent). Dataset: bindingdb_ic50. (1) The small molecule is CCN1CCN(c2cc(-c3n[nH]c4ccc(OC5(C)CC5)cc34)ncn2)C[C@H]1C. The target protein sequence is HSDSISSLASEREYITSLDLSANELRDIDALSQKCCISVHLEHLEKLELHQNALTSFPQQLCETLKSLTHLDLHSNKFTSFPSYLLKMSCIANLDVSRNDIGPSVVLDPTVKCPTLKQFNLSYNQLSFVPENLTDVVEKLEQLILEGNKISGICSPLRLKELKILNLSKNHISSLSENFLEACPKVESFSARMNFLAAMPFLPPSMTILKLSQNKFSCIPEAILNLPHLRSLDMSSNDIQYLPGPAHWKSLNLRELLFSHNQISILDLSEKAYLWSRVEKLHLSHNKLKEIPPEIGCLENLTSLDVSYNLELRSFPNEMGKLSKIWDLPLDELHLNFDFKHIGCKAKDIIRFLQQRLKKAVPYNRMKLMIVGNTGSGKTTLLQQLMKTKKSDLGMQSATVGIDVKDWPIQIRDKRKRDLVLNVWDFAGREEFYSTHPHFMTQRALYLAVYDLSKGQAEVDAMKPWLFNIKARASSSPVILVGTHLDVSDEKQRKACMSKI.... The pIC50 is 9.1. (2) The small molecule is COc1cc(CC(=O)NCC(NC(=O)C(CCCNC(=O)c2cccc(I)c2)NC(=O)C(Cc2ccc(C(F)(F)P(=O)(O)O)cc2)NC(=O)c2ccc(C)c(Br)c2)C(N)=O)ccc1O. The target protein sequence is SVHVPGPHAMTIQELVDYVNARQKQGIYEEYEDIRRENPVGTFHCSMSPGNLEKNRYGDVPCLDQTRVKLTKRSGHTQTDYINASFMDGYKQKNAYIGTQGPLENTYRDFWLMVWEQKVLVIVMTTRFEEGGRRKCGQYWPLEKDSRIRFGFLTVTNLGVENMNHYKKTTLEIHNTEERQKRQVTHFQFLSWPDYGVPSSAASLIDFLRVVRNQQSLAVSNMGARSKGQCPEPPIVVHCSAGIGRTGTFCSLDICLAQLEELGTLNVFQTVSRMRTQRAFSIQTPEQYYFCYKAILEFAEKEGMVS. The pIC50 is 7.1.